Dataset: Catalyst prediction with 721,799 reactions and 888 catalyst types from USPTO. Task: Predict which catalyst facilitates the given reaction. (1) Reactant: Cl(O)(=O)(=O)=O.[C:6]1([C:12]#[C:13][C:14]2[S:18][C:17]([CH:19]=O)=[CH:16][CH:15]=2)[CH:11]=[CH:10][CH:9]=[CH:8][CH:7]=1.[CH:21]1([N+:26]#[C-:27])[CH2:25][CH2:24][CH2:23][CH2:22]1.[NH2:28][C:29]1[CH:34]=[N:33][CH:32]=[CH:31][N:30]=1.[Na+].[Cl-]. Product: [CH:21]1([NH:26][C:27]2[N:30]3[CH:31]=[CH:32][N:33]=[CH:34][C:29]3=[N:28][C:19]=2[C:17]2[S:18][C:14]([C:13]#[C:12][C:6]3[CH:11]=[CH:10][CH:9]=[CH:8][CH:7]=3)=[CH:15][CH:16]=2)[CH2:25][CH2:24][CH2:23][CH2:22]1. The catalyst class is: 100. (2) Reactant: [Cl:1][C:2]1[CH:7]=[CH:6][C:5]([S:8]([NH:11][C:12]2([C:15]([O:17][CH3:18])=[O:16])[CH2:14][CH2:13]2)(=[O:10])=[O:9])=[CH:4][CH:3]=1.C([O-])([O-])=O.[K+].[K+].[CH2:25](I)[CH3:26]. Product: [Cl:1][C:2]1[CH:7]=[CH:6][C:5]([S:8]([N:11]([CH2:25][CH3:26])[C:12]2([C:15]([O:17][CH3:18])=[O:16])[CH2:14][CH2:13]2)(=[O:10])=[O:9])=[CH:4][CH:3]=1. The catalyst class is: 39. (3) Reactant: [Cl:1][C:2]1[CH:3]=[C:4]([N:9]2[CH:13]=[C:12]([CH2:14][N:15]3[CH:19]=[CH:18][N:17]=[C:16]3[CH:20]=[O:21])[N:11]=[CH:10]2)[CH:5]=[CH:6][C:7]=1[Cl:8].[BH4-].[Na+]. Product: [Cl:1][C:2]1[CH:3]=[C:4]([N:9]2[CH:13]=[C:12]([CH2:14][N:15]3[CH:19]=[CH:18][N:17]=[C:16]3[CH2:20][OH:21])[N:11]=[CH:10]2)[CH:5]=[CH:6][C:7]=1[Cl:8]. The catalyst class is: 5. (4) Reactant: [C:1]([C:3]1([C:6]([O:8][CH2:9][CH3:10])=[O:7])[CH2:5][CH2:4]1)#[N:2]. Product: [NH2:2][CH2:1][C:3]1([C:6]([O:8][CH2:9][CH3:10])=[O:7])[CH2:5][CH2:4]1. The catalyst class is: 227.